From a dataset of NCI-60 drug combinations with 297,098 pairs across 59 cell lines. Regression. Given two drug SMILES strings and cell line genomic features, predict the synergy score measuring deviation from expected non-interaction effect. (1) Cell line: HT29. Drug 2: C1CN(P(=O)(OC1)NCCCl)CCCl. Drug 1: C(=O)(N)NO. Synergy scores: CSS=-1.81, Synergy_ZIP=2.45, Synergy_Bliss=7.12, Synergy_Loewe=-0.679, Synergy_HSA=1.70. (2) Drug 1: C1=CC(=CC=C1CCC2=CNC3=C2C(=O)NC(=N3)N)C(=O)NC(CCC(=O)O)C(=O)O. Drug 2: CC12CCC3C(C1CCC2OP(=O)(O)O)CCC4=C3C=CC(=C4)OC(=O)N(CCCl)CCCl.[Na+]. Cell line: EKVX. Synergy scores: CSS=-1.32, Synergy_ZIP=-0.599, Synergy_Bliss=-2.12, Synergy_Loewe=-4.43, Synergy_HSA=-3.85. (3) Drug 1: C1=CC(=C2C(=C1NCCNCCO)C(=O)C3=C(C=CC(=C3C2=O)O)O)NCCNCCO. Drug 2: C(=O)(N)NO. Cell line: COLO 205. Synergy scores: CSS=47.3, Synergy_ZIP=4.10, Synergy_Bliss=3.52, Synergy_Loewe=-6.78, Synergy_HSA=6.83. (4) Drug 1: CCN(CC)CCNC(=O)C1=C(NC(=C1C)C=C2C3=C(C=CC(=C3)F)NC2=O)C. Drug 2: CC1=C(N=C(N=C1N)C(CC(=O)N)NCC(C(=O)N)N)C(=O)NC(C(C2=CN=CN2)OC3C(C(C(C(O3)CO)O)O)OC4C(C(C(C(O4)CO)O)OC(=O)N)O)C(=O)NC(C)C(C(C)C(=O)NC(C(C)O)C(=O)NCCC5=NC(=CS5)C6=NC(=CS6)C(=O)NCCC[S+](C)C)O. Cell line: HCT-15. Synergy scores: CSS=20.3, Synergy_ZIP=-4.58, Synergy_Bliss=3.01, Synergy_Loewe=-5.36, Synergy_HSA=4.34. (5) Drug 2: C1CN1P(=S)(N2CC2)N3CC3. Synergy scores: CSS=5.05, Synergy_ZIP=-5.96, Synergy_Bliss=-5.46, Synergy_Loewe=-14.3, Synergy_HSA=-5.96. Drug 1: CC1C(C(CC(O1)OC2CC(CC3=C2C(=C4C(=C3O)C(=O)C5=C(C4=O)C(=CC=C5)OC)O)(C(=O)C)O)N)O.Cl. Cell line: OVCAR3. (6) Drug 1: CC1=C2C(C(=O)C3(C(CC4C(C3C(C(C2(C)C)(CC1OC(=O)C(C(C5=CC=CC=C5)NC(=O)OC(C)(C)C)O)O)OC(=O)C6=CC=CC=C6)(CO4)OC(=O)C)OC)C)OC. Drug 2: COCCOC1=C(C=C2C(=C1)C(=NC=N2)NC3=CC=CC(=C3)C#C)OCCOC.Cl. Cell line: NCI-H522. Synergy scores: CSS=72.2, Synergy_ZIP=18.4, Synergy_Bliss=18.2, Synergy_Loewe=22.0, Synergy_HSA=24.0. (7) Drug 1: C1=CC(=CC=C1CCC2=CNC3=C2C(=O)NC(=N3)N)C(=O)NC(CCC(=O)O)C(=O)O. Synergy scores: CSS=40.5, Synergy_ZIP=-5.51, Synergy_Bliss=-11.9, Synergy_Loewe=-12.8, Synergy_HSA=-9.71. Drug 2: C1=NC2=C(N1)C(=S)N=CN2. Cell line: OVCAR-4. (8) Drug 1: CS(=O)(=O)OCCCCOS(=O)(=O)C. Drug 2: C1CNP(=O)(OC1)N(CCCl)CCCl. Cell line: HOP-62. Synergy scores: CSS=5.22, Synergy_ZIP=2.28, Synergy_Bliss=7.71, Synergy_Loewe=-3.87, Synergy_HSA=0.146.